This data is from Peptide-MHC class I binding affinity with 185,985 pairs from IEDB/IMGT. The task is: Regression. Given a peptide amino acid sequence and an MHC pseudo amino acid sequence, predict their binding affinity value. This is MHC class I binding data. The peptide sequence is ILMDSIFVST. The MHC is HLA-A11:01 with pseudo-sequence HLA-A11:01. The binding affinity (normalized) is 0.0364.